Dataset: Catalyst prediction with 721,799 reactions and 888 catalyst types from USPTO. Task: Predict which catalyst facilitates the given reaction. Reactant: [CH3:1][O:2][C:3]1[CH:4]=[C:5]2[C:10](=[CH:11][C:12]=1[O:13][CH3:14])[N:9]=[CH:8][N:7]=[C:6]2[S:15][C:16]1[CH:17]=[C:18]([CH:20]=[CH:21][CH:22]=1)[NH2:19].[C:23]([C:27]1[CH:31]=[C:30]([NH:32][C:33](=O)[O:34]C2C=CC=CC=2)[N:29]([C:42]2[CH:43]=[N:44][CH:45]=[C:46]([F:48])[CH:47]=2)[N:28]=1)([CH3:26])([CH3:25])[CH3:24]. Product: [C:23]([C:27]1[CH:31]=[C:30]([NH:32][C:33]([NH:19][C:18]2[CH:20]=[CH:21][CH:22]=[C:16]([S:15][C:6]3[C:5]4[C:10](=[CH:11][C:12]([O:13][CH3:14])=[C:3]([O:2][CH3:1])[CH:4]=4)[N:9]=[CH:8][N:7]=3)[CH:17]=2)=[O:34])[N:29]([C:42]2[CH:43]=[N:44][CH:45]=[C:46]([F:48])[CH:47]=2)[N:28]=1)([CH3:26])([CH3:24])[CH3:25]. The catalyst class is: 230.